This data is from Forward reaction prediction with 1.9M reactions from USPTO patents (1976-2016). The task is: Predict the product of the given reaction. (1) Given the reactants [N+:1]([C:4]1[CH:9]=[C:8]([N:10]2[CH:14]=[CH:13][CH:12]=[CH:11]2)[CH:7]=[CH:6][C:5]=1[NH2:15])([O-:3])=[O:2].[I:16][C:17]1[CH:18]=[C:19]([C:23]2[O:28]C(C)(C)[O:26][C:25](=O)[CH:24]=2)[CH:20]=[CH:21][CH:22]=1, predict the reaction product. The product is: [I:16][C:17]1[CH:18]=[C:19]([C:23](=[O:28])[CH2:24][C:25]([NH:15][C:5]2[CH:6]=[CH:7][C:8]([N:10]3[CH:14]=[CH:13][CH:12]=[CH:11]3)=[CH:9][C:4]=2[N+:1]([O-:3])=[O:2])=[O:26])[CH:20]=[CH:21][CH:22]=1. (2) Given the reactants S(=O)(=O)(O)O.[CH2:6](O)[CH3:7].[Br:9][C:10]1[NH:11][C:12]([C:17]#[N:18])=[C:13]([C:15]#N)[N:14]=1.[C:19]([O:22][CH2:23][CH3:24])(=[O:21])[CH3:20], predict the reaction product. The product is: [Br:9][C:10]1[N:14]([CH2:13][C:15]#[C:6][CH3:7])[C:20]([C:19]([O:22][CH2:23][CH3:24])=[O:21])=[C:12]([C:17]#[N:18])[N:11]=1. (3) Given the reactants [C:1]([C:5]1[CH:32]=[CH:31][C:8]([CH2:9][N:10]([C:17]2[CH:22]=[CH:21][C:20]([C:23]3[CH:28]=[CH:27][C:26]([O:29][CH3:30])=[CH:25][CH:24]=3)=[CH:19][CH:18]=2)[C:11](=[O:16])[C:12]([O:14]C)=[O:13])=[CH:7][CH:6]=1)([CH3:4])([CH3:3])[CH3:2].CO.[OH-].[Na+].Cl, predict the reaction product. The product is: [C:1]([C:5]1[CH:32]=[CH:31][C:8]([CH2:9][N:10]([C:17]2[CH:22]=[CH:21][C:20]([C:23]3[CH:24]=[CH:25][C:26]([O:29][CH3:30])=[CH:27][CH:28]=3)=[CH:19][CH:18]=2)[C:11](=[O:16])[C:12]([OH:14])=[O:13])=[CH:7][CH:6]=1)([CH3:4])([CH3:2])[CH3:3].